From a dataset of Forward reaction prediction with 1.9M reactions from USPTO patents (1976-2016). Predict the product of the given reaction. (1) Given the reactants [C:1]1([S:7]([N:10]2[C:14]3[CH:15]=[N:16][C:17]([C:20]#[N:21])=[C:18](O)[C:13]=3[C:12]3[CH:22]=[C:23]([Cl:26])[CH:24]=[N:25][C:11]2=3)(=[O:9])=[O:8])[CH:6]=[CH:5][CH:4]=[CH:3][CH:2]=1.P(Cl)(Cl)(Cl)(Cl)[Cl:28], predict the reaction product. The product is: [C:1]1([S:7]([N:10]2[C:14]3[CH:15]=[N:16][C:17]([C:20]#[N:21])=[C:18]([Cl:28])[C:13]=3[C:12]3[CH:22]=[C:23]([Cl:26])[CH:24]=[N:25][C:11]2=3)(=[O:9])=[O:8])[CH:6]=[CH:5][CH:4]=[CH:3][CH:2]=1. (2) Given the reactants [CH2:1]([OH:8])[C:2]1[CH:7]=[CH:6][CH:5]=[CH:4][CH:3]=1.[C:9](O)(=[O:16])[C:10]1[CH:15]=[CH:14][CH:13]=[CH:12][CH:11]=1.[OH-].[K+], predict the reaction product. The product is: [C:1]([O:16][CH2:9][C:10]1[CH:15]=[CH:14][CH:13]=[CH:12][CH:11]=1)(=[O:8])[C:2]1[CH:7]=[CH:6][CH:5]=[CH:4][CH:3]=1.